This data is from NCI-60 drug combinations with 297,098 pairs across 59 cell lines. The task is: Regression. Given two drug SMILES strings and cell line genomic features, predict the synergy score measuring deviation from expected non-interaction effect. (1) Drug 1: CC1C(C(CC(O1)OC2CC(OC(C2O)C)OC3=CC4=CC5=C(C(=O)C(C(C5)C(C(=O)C(C(C)O)O)OC)OC6CC(C(C(O6)C)O)OC7CC(C(C(O7)C)O)OC8CC(C(C(O8)C)O)(C)O)C(=C4C(=C3C)O)O)O)O. Drug 2: C1CNP(=O)(OC1)N(CCCl)CCCl. Cell line: SN12C. Synergy scores: CSS=11.6, Synergy_ZIP=-0.255, Synergy_Bliss=-1.25, Synergy_Loewe=-59.0, Synergy_HSA=-0.635. (2) Drug 1: C1=C(C(=O)NC(=O)N1)F. Drug 2: CCCCCOC(=O)NC1=NC(=O)N(C=C1F)C2C(C(C(O2)C)O)O. Cell line: HT29. Synergy scores: CSS=37.8, Synergy_ZIP=1.31, Synergy_Bliss=-2.26, Synergy_Loewe=-19.6, Synergy_HSA=-3.58. (3) Cell line: OVCAR3. Synergy scores: CSS=5.71, Synergy_ZIP=1.54, Synergy_Bliss=5.66, Synergy_Loewe=3.88, Synergy_HSA=4.20. Drug 2: C1CCN(CC1)CCOC2=CC=C(C=C2)C(=O)C3=C(SC4=C3C=CC(=C4)O)C5=CC=C(C=C5)O. Drug 1: CC1=C(C=C(C=C1)NC2=NC=CC(=N2)N(C)C3=CC4=NN(C(=C4C=C3)C)C)S(=O)(=O)N.Cl. (4) Drug 1: C(CCl)NC(=O)N(CCCl)N=O. Drug 2: B(C(CC(C)C)NC(=O)C(CC1=CC=CC=C1)NC(=O)C2=NC=CN=C2)(O)O. Cell line: ACHN. Synergy scores: CSS=39.3, Synergy_ZIP=-0.0206, Synergy_Bliss=-2.51, Synergy_Loewe=-66.3, Synergy_HSA=-4.70. (5) Drug 1: CC(CN1CC(=O)NC(=O)C1)N2CC(=O)NC(=O)C2. Drug 2: C(CN)CNCCSP(=O)(O)O. Cell line: 786-0. Synergy scores: CSS=8.39, Synergy_ZIP=-0.563, Synergy_Bliss=1.48, Synergy_Loewe=-2.93, Synergy_HSA=-0.1000.